From a dataset of Peptide-MHC class I binding affinity with 185,985 pairs from IEDB/IMGT. Regression. Given a peptide amino acid sequence and an MHC pseudo amino acid sequence, predict their binding affinity value. This is MHC class I binding data. (1) The peptide sequence is VIARTHTAL. The MHC is HLA-A01:01 with pseudo-sequence HLA-A01:01. The binding affinity (normalized) is 0.0847. (2) The peptide sequence is VHREWFMDL. The MHC is HLA-B48:01 with pseudo-sequence HLA-B48:01. The binding affinity (normalized) is 0.0847.